This data is from Forward reaction prediction with 1.9M reactions from USPTO patents (1976-2016). The task is: Predict the product of the given reaction. (1) Given the reactants [Br:1][C:2]1[CH:3]=[C:4]2[C:9](=[CH:10][CH:11]=1)[CH:8]=[C:7]([OH:12])[CH:6]=[CH:5]2.C(=O)([O-])[O-].[Cs+].[Cs+].CS(O[C@H:24]1[CH2:29][CH2:28][C@H:27]([C:30]([CH3:33])([CH3:32])[CH3:31])[CH2:26][CH2:25]1)(=O)=O, predict the reaction product. The product is: [Br:1][C:2]1[CH:11]=[CH:10][C:9]2[C:4](=[CH:5][CH:6]=[C:7]([O:12][C@H:24]3[CH2:29][CH2:28][C@H:27]([C:30]([CH3:33])([CH3:32])[CH3:31])[CH2:26][CH2:25]3)[CH:8]=2)[CH:3]=1. (2) Given the reactants [CH:1]([N:4]1[C:8]2[CH:9]=[CH:10][CH:11]=[CH:12][C:7]=2[N:6]([CH2:13][C:14]2[N:18]([CH2:19][CH2:20][CH:21]([CH3:23])[CH3:22])[C:17]3[CH:24]=[CH:25][C:26]([C:28]#N)=[CH:27][C:16]=3[N:15]=2)[C:5]1=[O:30])([CH3:3])[CH3:2].[OH-:31].[NH4+].[OH-:33].[Na+], predict the reaction product. The product is: [CH:1]([N:4]1[C:8]2[CH:9]=[CH:10][CH:11]=[CH:12][C:7]=2[N:6]([CH2:13][C:14]2[N:18]([CH2:19][CH2:20][CH:21]([CH3:22])[CH3:23])[C:17]3[CH:24]=[CH:25][C:26]([C:28]([OH:33])=[O:31])=[CH:27][C:16]=3[N:15]=2)[C:5]1=[O:30])([CH3:3])[CH3:2].